This data is from NCI-60 drug combinations with 297,098 pairs across 59 cell lines. The task is: Regression. Given two drug SMILES strings and cell line genomic features, predict the synergy score measuring deviation from expected non-interaction effect. Drug 1: CCC1=C2CN3C(=CC4=C(C3=O)COC(=O)C4(CC)O)C2=NC5=C1C=C(C=C5)O. Drug 2: CCC1(CC2CC(C3=C(CCN(C2)C1)C4=CC=CC=C4N3)(C5=C(C=C6C(=C5)C78CCN9C7C(C=CC9)(C(C(C8N6C)(C(=O)OC)O)OC(=O)C)CC)OC)C(=O)OC)O.OS(=O)(=O)O. Cell line: HCT-15. Synergy scores: CSS=26.1, Synergy_ZIP=-1.75, Synergy_Bliss=-3.78, Synergy_Loewe=-18.8, Synergy_HSA=-4.38.